This data is from Catalyst prediction with 721,799 reactions and 888 catalyst types from USPTO. The task is: Predict which catalyst facilitates the given reaction. (1) Reactant: [OH:1][C:2]1[CH:3]=[C:4]([CH:7]=[CH:8][CH:9]=1)[CH:5]=[O:6].[H-].[Na+].[CH3:12][O:13][CH2:14]Cl.O. Product: [CH3:12][O:13][CH2:14][O:1][C:2]1[CH:3]=[C:4]([CH:7]=[CH:8][CH:9]=1)[CH:5]=[O:6]. The catalyst class is: 7. (2) The catalyst class is: 2. Product: [C:2]([C:6]1[S:10][C:9]([CH:11]2[CH2:16][CH:15]([C:17]([O:19][CH3:20])=[O:18])[CH2:14][CH2:13][N:12]2[C:31]([O:33][CH3:34])=[O:32])=[CH:8][CH:7]=1)([CH3:5])([CH3:3])[CH3:4]. Reactant: Cl.[C:2]([C:6]1[S:10][C:9]([CH:11]2[CH2:16][CH:15]([C:17]([O:19][CH3:20])=[O:18])[CH2:14][CH2:13][NH:12]2)=[CH:8][CH:7]=1)([CH3:5])([CH3:4])[CH3:3].CCN(C(C)C)C(C)C.Cl[C:31]([O:33][CH3:34])=[O:32]. (3) Reactant: [Cl-].O[NH3+:3].[C:4](=[O:7])([O-])[OH:5].[Na+].CS(C)=O.[CH2:13]([C:17]1[N:18]=[C:19]([CH3:44])[N:20]([C:39]2[CH:43]=[CH:42][O:41][CH:40]=2)[C:21](=[O:38])[C:22]=1[CH2:23][C:24]1[CH:29]=[CH:28][C:27]([C:30]2[C:31]([C:36]#[N:37])=[CH:32][CH:33]=[CH:34][CH:35]=2)=[CH:26][CH:25]=1)[CH2:14][CH2:15][CH3:16]. Product: [CH2:13]([C:17]1[N:18]=[C:19]([CH3:44])[N:20]([C:39]2[CH:43]=[CH:42][O:41][CH:40]=2)[C:21](=[O:38])[C:22]=1[CH2:23][C:24]1[CH:25]=[CH:26][C:27]([C:30]2[CH:35]=[CH:34][CH:33]=[CH:32][C:31]=2[C:36]2[NH:3][C:4](=[O:7])[O:5][N:37]=2)=[CH:28][CH:29]=1)[CH2:14][CH2:15][CH3:16]. The catalyst class is: 69. (4) Product: [CH3:10][C@@H:7]1[N:6]2[C:5]3[C:14]([C:13]([C:12]([C:17]([OH:19])=[O:18])=[CH:11]2)=[O:16])=[CH:15][C:2]([F:1])=[C:3]([N:25]2[CH2:26][CH2:27][N:22]([CH3:21])[CH2:23][CH2:24]2)[C:4]=3[O:9][CH2:8]1. Reactant: [F:1][C:2]1[C:3](F)=[C:4]2[O:9][CH2:8][C@H:7]([CH3:10])[N:6]3[CH:11]=[C:12]([C:17]([OH:19])=[O:18])[C:13](=[O:16])[C:14]([CH:15]=1)=[C:5]23.[CH3:21][N:22]1[CH2:27][CH2:26][NH:25][CH2:24][CH2:23]1.C(O)(C)C. The catalyst class is: 16. (5) Reactant: [CH3:1][O:2][C:3]1[CH:8]=[CH:7][CH:6]=[C:5]([N+:9]([O-:11])=[O:10])[C:4]=1[OH:12].Br[CH:14]1[CH2:18][CH2:17][CH2:16][CH2:15]1.C(=O)([O-])[O-].[Cs+].[Cs+].Cl. Product: [CH:14]1([O:12][C:4]2[C:5]([N+:9]([O-:11])=[O:10])=[CH:6][CH:7]=[CH:8][C:3]=2[O:2][CH3:1])[CH2:18][CH2:17][CH2:16][CH2:15]1. The catalyst class is: 10.